Dataset: Forward reaction prediction with 1.9M reactions from USPTO patents (1976-2016). Task: Predict the product of the given reaction. Given the reactants [C:1]([C:4]1[C:5]([F:33])=[CH:6][C:7]([F:32])=[C:8]([C@:10]2([CH3:31])[CH2:15][C@@H:14]([C:16]3[C:17]([CH3:22])=[N:18][O:19][C:20]=3[CH3:21])[S:13][C:12]([NH:23]C(=O)OC(C)(C)C)=[N:11]2)[CH:9]=1)(=[O:3])[CH3:2].C(O)(C(F)(F)F)=O, predict the reaction product. The product is: [NH2:23][C:12]1[S:13][C@H:14]([C:16]2[C:17]([CH3:22])=[N:18][O:19][C:20]=2[CH3:21])[CH2:15][C@:10]([C:8]2[C:7]([F:32])=[CH:6][C:5]([F:33])=[C:4]([C:1](=[O:3])[CH3:2])[CH:9]=2)([CH3:31])[N:11]=1.